This data is from Forward reaction prediction with 1.9M reactions from USPTO patents (1976-2016). The task is: Predict the product of the given reaction. (1) Given the reactants [OH:1][C:2]1[CH:11]=[C:10]2[C:5]([C:6](=[O:33])[C:7]([C:16]3[CH:32]=[CH:31][C:19]([C:20]([NH:22][NH:23]C(OC(C)(C)C)=O)=[O:21])=[CH:18][CH:17]=3)=[C:8]([C:12]([F:15])([F:14])[F:13])[O:9]2)=[CH:4][CH:3]=1.Cl.CO, predict the reaction product. The product is: [OH:1][C:2]1[CH:11]=[C:10]2[C:5]([C:6](=[O:33])[C:7]([C:16]3[CH:32]=[CH:31][C:19]([C:20]([NH:22][NH2:23])=[O:21])=[CH:18][CH:17]=3)=[C:8]([C:12]([F:14])([F:15])[F:13])[O:9]2)=[CH:4][CH:3]=1. (2) Given the reactants [Cl:1][C:2]1[CH:3]=[C:4]([CH:6]=[CH:7][C:8]=1[C:9]([F:12])([F:11])[F:10])N.C1(C)C=CC(S(O)(=O)=O)=CC=1.[I-:24].[K+].N([O-])=O.[Na+].C([O-])(O)=O.[Na+].S([O-])([O-])(=O)=S.[Na+].[Na+], predict the reaction product. The product is: [Cl:1][C:2]1[CH:3]=[C:4]([I:24])[CH:6]=[CH:7][C:8]=1[C:9]([F:12])([F:11])[F:10]. (3) Given the reactants [H-].[Na+].[C:3](=[O:8])([O:6][CH3:7])OC.[C:9]1(=[O:19])[CH:18]2[CH:13]([CH2:14][CH2:15][CH2:16][CH2:17]2)[CH2:12][CH2:11][CH2:10]1.Cl, predict the reaction product. The product is: [O:19]=[C:9]1[CH:18]2[CH:13]([CH2:14][CH2:15][CH2:16][CH2:17]2)[CH2:12][CH2:11][CH:10]1[C:3]([O:6][CH3:7])=[O:8]. (4) Given the reactants COC[O:4][C:5]1[C:9](/[CH:10]=[CH:11]/[C:12]2[N:13]=[C:14]([N:18]3[CH2:23][CH2:22][O:21][CH2:20][CH2:19]3)[S:15][C:16]=2[CH3:17])=[CH:8][N:7]([C:24]2[CH:29]=[CH:28][CH:27]=[CH:26][CH:25]=2)[N:6]=1.[ClH:30], predict the reaction product. The product is: [ClH:30].[CH3:17][C:16]1[S:15][C:14]([N:18]2[CH2:23][CH2:22][O:21][CH2:20][CH2:19]2)=[N:13][C:12]=1/[CH:11]=[CH:10]/[C:9]1[C:5]([OH:4])=[N:6][N:7]([C:24]2[CH:29]=[CH:28][CH:27]=[CH:26][CH:25]=2)[CH:8]=1. (5) Given the reactants [Si]([O:8][CH2:9][CH2:10][N:11]1[C:15]([CH2:16][CH3:17])=[C:14]([S:18][C:19]2[CH:20]=[C:21]([C:27]#[N:28])[CH:22]=[C:23]([CH:26]=2)[C:24]#[N:25])[C:13]([CH2:29][CH3:30])=[N:12]1)(C(C)(C)C)(C)C.[F-].C([N+](CCCC)(CCCC)CCCC)CCC, predict the reaction product. The product is: [CH2:29]([C:13]1[C:14]([S:18][C:19]2[CH:26]=[C:23]([C:24]#[N:25])[CH:22]=[C:21]([CH:20]=2)[C:27]#[N:28])=[C:15]([CH2:16][CH3:17])[N:11]([CH2:10][CH2:9][OH:8])[N:12]=1)[CH3:30].